This data is from Catalyst prediction with 721,799 reactions and 888 catalyst types from USPTO. The task is: Predict which catalyst facilitates the given reaction. (1) Reactant: [OH:1][CH2:2][C:3]1[CH:8]=[C:7]([N+:9]([O-])=O)[CH:6]=[CH:5][C:4]=1[N:12]1[CH2:16][CH2:15][C@@H:14]([OH:17])[CH2:13]1. Product: [NH2:9][C:7]1[CH:6]=[CH:5][C:4]([N:12]2[CH2:16][CH2:15][C@@H:14]([OH:17])[CH2:13]2)=[C:3]([CH2:2][OH:1])[CH:8]=1. The catalyst class is: 12. (2) Reactant: [OH:1][C:2]1[C:11]([CH2:12][CH2:13][C:14]([CH3:16])=[CH2:15])=[C:10]([O:17][CH3:18])[CH:9]=[C:8](/[CH:19]=[CH:20]/[C:21]2[CH:26]=[CH:25][CH:24]=[CH:23][CH:22]=2)[C:3]=1[C:4]([O:6][CH3:7])=[O:5].[C:40]1(P([C:40]2[CH:45]=[CH:44][CH:43]=[CH:42][CH:41]=2)[C:40]2[CH:45]=[CH:44][CH:43]=[CH:42][CH:41]=2)[CH:45]=[CH:44][CH:43]=[CH:42][CH:41]=1.CCOC(/N=[N:52]/[C:53](OCC)=O)=O.[CH2:58]1COCC1. Product: [CH2:58]([NH:52][CH2:53][O:1][C:2]1[C:11]([CH2:12][CH2:13][C:14]([CH3:16])=[CH2:15])=[C:10]([O:17][CH3:18])[CH:9]=[C:8](/[CH:19]=[CH:20]/[C:21]2[CH:22]=[CH:23][CH:24]=[CH:25][CH:26]=2)[C:3]=1[C:4]([O:6][CH3:7])=[O:5])[C:40]1[CH:41]=[CH:42][CH:43]=[CH:44][CH:45]=1. The catalyst class is: 170. (3) Reactant: [CH3:1][NH:2][C:3](=[O:25])[C:4]1[CH:9]=[C:8]([O:10][C:11]2[CH:12]=[C:13]3[C:18](=[CH:19][CH:20]=2)[N:17]=[C:16](S(C)(=O)=O)[N:15]=[CH:14]3)[CH:7]=[CH:6][N:5]=1.[H-].[Na+].[CH3:28][O:29][C:30]1[CH:36]=[CH:35][CH:34]=[CH:33][C:31]=1[NH2:32]. Product: [CH3:28][O:29][C:30]1[CH:36]=[CH:35][CH:34]=[CH:33][C:31]=1[NH:32][C:16]1[N:15]=[CH:14][C:13]2[C:18](=[CH:19][CH:20]=[C:11]([O:10][C:8]3[CH:7]=[CH:6][N:5]=[C:4]([C:3]([NH:2][CH3:1])=[O:25])[CH:9]=3)[CH:12]=2)[N:17]=1. The catalyst class is: 3. (4) Reactant: [F:1][C:2]([F:33])([F:32])[C:3]1[N:8]=[CH:7][C:6]([NH:9][C:10]2[N:15]=[N:14][C:13]([C:16]3[CH:21]=[CH:20][C:19]([CH:22]4[CH2:27][CH2:26][CH:25]([CH2:28][C:29]([NH2:31])=O)[CH2:24][CH2:23]4)=[CH:18][CH:17]=3)=[CH:12][CH:11]=2)=[CH:5][CH:4]=1.C1COCC1.FC(F)(F)C(OC(=O)C(F)(F)F)=O. Product: [F:33][C:2]([F:1])([F:32])[C:3]1[N:8]=[CH:7][C:6]([NH:9][C:10]2[N:15]=[N:14][C:13]([C:16]3[CH:21]=[CH:20][C:19]([CH:22]4[CH2:23][CH2:24][CH:25]([CH2:28][C:29]#[N:31])[CH2:26][CH2:27]4)=[CH:18][CH:17]=3)=[CH:12][CH:11]=2)=[CH:5][CH:4]=1. The catalyst class is: 66. (5) Reactant: [Cl:1][C:2]1[CH:13]=[CH:12][C:5]2[NH:6][C:7](=[O:11])[O:8][C:9](=[O:10])[C:4]=2[CH:3]=1.[H-].[Na+].[CH3:16]I.O. Product: [Cl:1][C:2]1[CH:13]=[CH:12][C:5]2[N:6]([CH3:16])[C:7](=[O:11])[O:8][C:9](=[O:10])[C:4]=2[CH:3]=1. The catalyst class is: 3. (6) Reactant: [O:1]=[C:2]1[CH2:13][CH2:12][CH:11]=[CH:10][CH2:9][C@@H:8]([NH:14][C:15](=[O:17])[CH3:16])[C:7](=[O:18])[O:6][CH2:5][C@@H:4]([C:19]2[CH:24]=[CH:23][CH:22]=[CH:21][CH:20]=2)[NH:3]1. Product: [O:1]=[C:2]1[CH2:13][CH2:12][CH2:11][CH2:10][CH2:9][C@@H:8]([NH:14][C:15](=[O:17])[CH3:16])[C:7](=[O:18])[O:6][CH2:5][C@@H:4]([C:19]2[CH:20]=[CH:21][CH:22]=[CH:23][CH:24]=2)[NH:3]1. The catalyst class is: 19.